Predict the product of the given reaction. From a dataset of Forward reaction prediction with 1.9M reactions from USPTO patents (1976-2016). (1) Given the reactants C([N:8]1[CH2:13][CH2:12][N:11]([CH2:14][C:15]2([C:22]3[CH:27]=[CH:26][CH:25]=[CH:24][CH:23]=3)[CH2:20][CH2:19][N:18]([CH3:21])[CH2:17][CH2:16]2)[CH2:10][CH2:9]1)C1C=CC=CC=1, predict the reaction product. The product is: [CH3:21][N:18]1[CH2:19][CH2:20][C:15]([CH2:14][N:11]2[CH2:12][CH2:13][NH:8][CH2:9][CH2:10]2)([C:22]2[CH:27]=[CH:26][CH:25]=[CH:24][CH:23]=2)[CH2:16][CH2:17]1. (2) Given the reactants [O:1]=[C:2]1[NH:7][C:6]2[CH:8]=[C:9]([C:12]([OH:14])=O)[CH:10]=[CH:11][C:5]=2[O:4][CH2:3]1.[CH3:15][O:16][C:17]1[CH:26]=[C:25]2[C:20]([N:21]=[CH:22][C:23]([S:27][CH2:28][CH2:29][N:30]3[CH2:35][CH2:34][CH:33]([NH2:36])[CH2:32][CH2:31]3)=[N:24]2)=[CH:19][CH:18]=1, predict the reaction product. The product is: [CH3:15][O:16][C:17]1[CH:26]=[C:25]2[C:20]([N:21]=[CH:22][C:23]([S:27][CH2:28][CH2:29][N:30]3[CH2:31][CH2:32][CH:33]([NH:36][C:12]([C:9]4[CH:10]=[CH:11][C:5]5[O:4][CH2:3][C:2](=[O:1])[NH:7][C:6]=5[CH:8]=4)=[O:14])[CH2:34][CH2:35]3)=[N:24]2)=[CH:19][CH:18]=1.